This data is from Forward reaction prediction with 1.9M reactions from USPTO patents (1976-2016). The task is: Predict the product of the given reaction. (1) Given the reactants [Br:1][C:2]1[CH:10]=[C:9]([CH3:11])[C:5]([C:6]([OH:8])=[O:7])=[C:4]([Cl:12])[CH:3]=1.[N+](=[CH2:15])=[N-], predict the reaction product. The product is: [CH3:15][O:7][C:6](=[O:8])[C:5]1[C:9]([CH3:11])=[CH:10][C:2]([Br:1])=[CH:3][C:4]=1[Cl:12]. (2) Given the reactants C([O:8][C:9]([C@@H:11]1[CH2:15][CH2:14][CH2:13][N:12]1[C:16](=[O:32])[C@H:17]([NH:24][C:25]([O:27][C:28]([CH3:31])([CH3:30])[CH3:29])=[O:26])[C:18]1[CH:23]=[CH:22][CH:21]=[CH:20][CH:19]=1)=[O:10])C1C=CC=CC=1, predict the reaction product. The product is: [C:28]([O:27][C:25]([NH:24][C@H:17]([C:18]1[CH:23]=[CH:22][CH:21]=[CH:20][CH:19]=1)[C:16]([N:12]1[CH2:13][CH2:14][CH2:15][C@H:11]1[C:9]([OH:10])=[O:8])=[O:32])=[O:26])([CH3:31])([CH3:29])[CH3:30]. (3) Given the reactants [BrH:1].[CH:2]1[C:11]2[C:6](=[CH:7][CH:8]=[CH:9][CH:10]=2)[CH:5]=[CH:4][C:3]=1[C:12]1[N:13]2[CH2:19][CH2:18][N:17]=[C:14]2[S:15][CH:16]=1.C([O-])([O-])=O.[Na+].[Na+].C(Cl)Cl.BrBr, predict the reaction product. The product is: [BrH:1].[Br:1][C:16]1[S:15][C:14]2=[N:17][CH2:18][CH2:19][N:13]2[C:12]=1[C:3]1[CH:4]=[CH:5][C:6]2[C:11](=[CH:10][CH:9]=[CH:8][CH:7]=2)[CH:2]=1. (4) Given the reactants Cl[C:2]1[C:11]2=[N:12][N:13](CC3C=CC(OC)=CC=3)[CH:14]=[C:10]2[C:9]2[C:8]([F:24])=[CH:7][CH:6]=[CH:5][C:4]=2[N:3]=1.[CH3:25][N:26]1[CH2:31][CH2:30][N:29]([CH:32]2[CH2:37][CH2:36][N:35]([C:38]3[CH:44]=[CH:43][C:41]([NH2:42])=[CH:40][CH:39]=3)[CH2:34][CH2:33]2)[CH2:28][CH2:27]1.Cl, predict the reaction product. The product is: [F:24][C:8]1[C:9]2[C:10]3[CH:14]=[N:13][NH:12][C:11]=3[C:2]([NH:42][C:41]3[CH:43]=[CH:44][C:38]([N:35]4[CH2:36][CH2:37][CH:32]([N:29]5[CH2:30][CH2:31][N:26]([CH3:25])[CH2:27][CH2:28]5)[CH2:33][CH2:34]4)=[CH:39][CH:40]=3)=[N:3][C:4]=2[CH:5]=[CH:6][CH:7]=1. (5) Given the reactants [F:1][C:2]([F:7])([F:6])[C:3]([OH:5])=[O:4].C(OC(=O)[NH:14][CH:15]1[CH2:20][CH2:19][N:18]([C:21]2[S:22][CH:23]=[CH:24][N:25]=2)[CH2:17][CH2:16]1)(C)(C)C.C(O)C, predict the reaction product. The product is: [F:1][C:2]([F:7])([F:6])[C:3]([OH:5])=[O:4].[S:22]1[CH:23]=[CH:24][N:25]=[C:21]1[N:18]1[CH2:19][CH2:20][CH:15]([NH2:14])[CH2:16][CH2:17]1. (6) Given the reactants F[C:2]1[CH:9]=[CH:8][C:5]([CH:6]=[O:7])=[CH:4][CH:3]=1.[CH3:10][O:11][C:12]1[CH:17]=[CH:16][CH:15]=[CH:14][C:13]=1[OH:18].C(=O)([O-])[O-:20].[K+].[K+].CC(=CC)C.P([O-])(O)(O)=O.[K+].Cl[O-].[Na+], predict the reaction product. The product is: [CH3:10][O:11][C:12]1[CH:17]=[CH:16][CH:15]=[CH:14][C:13]=1[O:18][C:2]1[CH:9]=[CH:8][C:5]([C:6]([OH:20])=[O:7])=[CH:4][CH:3]=1. (7) Given the reactants N(C(OCC)=O)=NC(OCC)=O.[OH:13][CH2:14][CH2:15][N:16]1[CH2:21][CH2:20][N:19]([C:22]([O:24][C:25]([CH3:28])([CH3:27])[CH3:26])=[O:23])[CH2:18][CH2:17]1.[Br:29][C:30]1[CH:35]=[CH:34][C:33](O)=[CH:32][CH:31]=1.C1(P(C2C=CC=CC=2)C2C=CC=CC=2)C=CC=CC=1, predict the reaction product. The product is: [Br:29][C:30]1[CH:35]=[CH:34][C:33]([O:13][CH2:14][CH2:15][N:16]2[CH2:21][CH2:20][N:19]([C:22]([O:24][C:25]([CH3:28])([CH3:27])[CH3:26])=[O:23])[CH2:18][CH2:17]2)=[CH:32][CH:31]=1.